This data is from Forward reaction prediction with 1.9M reactions from USPTO patents (1976-2016). The task is: Predict the product of the given reaction. (1) Given the reactants [CH2:1]([NH:8][C:9]1[N:14]=[N:13][C:12]([C:15]#[N:16])=[CH:11][CH:10]=1)[C:2]1[CH:7]=[CH:6][CH:5]=[CH:4][CH:3]=1.[NH2:17][OH:18], predict the reaction product. The product is: [CH2:1]([NH:8][C:9]1[N:14]=[N:13][C:12]([C:15](=[N:17][OH:18])[NH2:16])=[CH:11][CH:10]=1)[C:2]1[CH:7]=[CH:6][CH:5]=[CH:4][CH:3]=1. (2) Given the reactants [C:1]([O:5][C:6](=[O:21])[NH:7][C@H:8]([C:18](=[O:20])[NH2:19])[CH2:9][C:10]1[CH:15]=[CH:14][C:13]([OH:16])=[C:12]([OH:17])[CH:11]=1)([CH3:4])([CH3:3])[CH3:2].[C:22]1([CH3:31])[CH:27]=[CH:26][C:25]([C:28](Cl)=[O:29])=[CH:24][CH:23]=1.C(N([CH2:37][CH3:38])CC)C, predict the reaction product. The product is: [C:1]([O:5][C:6]([NH:7][C@H:8]([C:18](=[O:20])[NH2:19])[CH2:9][C:10]1[CH:15]=[CH:14][C:13]([O:16][C:28](=[O:29])[C:25]2[CH:26]=[CH:27][C:22]([CH3:31])=[CH:23][CH:24]=2)=[C:12]([O:17][C:28](=[O:29])[C:25]2[CH:26]=[CH:27][C:37]([CH3:38])=[CH:23][CH:24]=2)[CH:11]=1)=[O:21])([CH3:4])([CH3:2])[CH3:3]. (3) Given the reactants C[Si]([N-][Si](C)(C)C)(C)C.[Li+].[C:11]([C:14]1[CH:15]=[C:16]([CH:21]=[C:22]([Br:25])[C:23]=1[OH:24])[C:17]([O:19][CH3:20])=[O:18])(=[O:13])[CH3:12].[N:26]1([C:32](Cl)=[O:33])[CH2:31][CH2:30][O:29][CH2:28][CH2:27]1.C(Cl)Cl, predict the reaction product. The product is: [Br:25][C:22]1[CH:21]=[C:16]([CH:15]=[C:14]([C:11](=[O:13])[CH2:12][C:32]([N:26]2[CH2:31][CH2:30][O:29][CH2:28][CH2:27]2)=[O:33])[C:23]=1[OH:24])[C:17]([O:19][CH3:20])=[O:18].